Dataset: Reaction yield outcomes from USPTO patents with 853,638 reactions. Task: Predict the reaction yield, written as a fraction of the theoretical maximum amount of product (1.0 means a 100% yield; for example, 0.34 means a 34% yield). (1) The reactants are [CH3:1][N:2]1[CH:6]=[CH:5][N:4]=[CH:3]1.Cl[Si](CC)(CC)CC.[Cl:15][C:16]1[CH:21]=[CH:20][C:19]([C:22]([C:24]2[CH:29]=[CH:28][C:27]([N+:30]([O-:32])=[O:31])=[CH:26][CH:25]=2)=[O:23])=[CH:18][CH:17]=1. The catalyst is CCCCCC.C1COCC1. The product is [Cl:15][C:16]1[CH:17]=[CH:18][C:19]([C:22]([C:24]2[CH:29]=[CH:28][C:27]([N+:30]([O-:32])=[O:31])=[CH:26][CH:25]=2)([C:3]2[N:2]([CH3:1])[CH:6]=[CH:5][N:4]=2)[OH:23])=[CH:20][CH:21]=1.[Cl:15][C:16]1[CH:17]=[CH:18][C:19]([C:22]([C:24]2[CH:29]=[CH:28][C:27]([N+:30]([O-:32])=[O:31])=[CH:26][CH:25]=2)([C:6]2[N:2]([CH3:1])[CH:3]=[N:4][CH:5]=2)[OH:23])=[CH:20][CH:21]=1. The yield is 0.200. (2) The reactants are [CH2:1]([O:8][C:9]1[CH:10]=[C:11]([C:16]2[N:21]=[C:20]([C:22]([O:24][CH3:25])=[O:23])[CH:19]=[CH:18][C:17]=2OS(C(F)(F)F)(=O)=O)[CH:12]=[CH:13][C:14]=1[Cl:15])[C:2]1[CH:7]=[CH:6][CH:5]=[CH:4][CH:3]=1.[C:34](=[N:47][NH2:48])([C:41]1[CH:46]=[CH:45][CH:44]=[CH:43][CH:42]=1)[C:35]1[CH:40]=[CH:39][CH:38]=[CH:37][CH:36]=1.C(=O)([O-])[O-].[Cs+].[Cs+]. The catalyst is C1(C)C=CC=CC=1.CCOCC.O.Cl[Pd]Cl. The product is [CH2:1]([O:8][C:9]1[CH:10]=[C:11]([C:16]2[N:21]=[C:20]([C:22]([O:24][CH3:25])=[O:23])[CH:19]=[CH:18][C:17]=2[NH:48][N:47]=[C:34]([C:35]2[CH:40]=[CH:39][CH:38]=[CH:37][CH:36]=2)[C:41]2[CH:46]=[CH:45][CH:44]=[CH:43][CH:42]=2)[CH:12]=[CH:13][C:14]=1[Cl:15])[C:2]1[CH:7]=[CH:6][CH:5]=[CH:4][CH:3]=1. The yield is 0.880. (3) The reactants are [CH2:1]([C:3]1[CH:30]=[CH:29][CH:28]=[CH:27][C:4]=1[O:5][C:6]1[CH:26]=[CH:25][CH:24]=[CH:23][C:7]=1[C:8]([C@@H:10]1[CH2:15][CH2:14][CH2:13][N:12]([C:16]([O:18][C:19]([CH3:22])([CH3:21])[CH3:20])=[O:17])[CH2:11]1)=[O:9])[CH3:2].[CH3:31][O:32][CH2:33][CH2:34][CH2:35][CH2:36][Mg]Cl. The catalyst is C1COCC1. The product is [CH2:1]([C:3]1[CH:30]=[CH:29][CH:28]=[CH:27][C:4]=1[O:5][C:6]1[CH:26]=[CH:25][CH:24]=[CH:23][C:7]=1[C@:8]([C@@H:10]1[CH2:15][CH2:14][CH2:13][N:12]([C:16]([O:18][C:19]([CH3:22])([CH3:20])[CH3:21])=[O:17])[CH2:11]1)([OH:9])[CH2:36][CH2:35][CH2:34][CH2:33][O:32][CH3:31])[CH3:2]. The yield is 0.750. (4) The reactants are [CH3:1][O:2][C:3]1[CH:12]=[C:11]2[C:6]([CH:7]=[CH:8][C:9](O)=[CH:10]2)=[CH:5][CH:4]=1.OS([O-])=O.[Na+].[OH-].[NH4+:20]. No catalyst specified. The product is [CH3:1][O:2][C:3]1[CH:12]=[C:11]2[C:6]([CH:7]=[CH:8][C:9]([NH2:20])=[CH:10]2)=[CH:5][CH:4]=1. The yield is 0.700. (5) The reactants are [Br:1]N1C(=O)CCC1=O.[Cl:9][C:10]1[C:11]([CH3:18])=[CH:12][C:13]([O:16][CH3:17])=[N:14][CH:15]=1.S([O-])([O-])(=O)=S.[Na+].[Na+]. The catalyst is CN(C)C=O. The product is [Br:1][C:12]1[C:13]([O:16][CH3:17])=[N:14][CH:15]=[C:10]([Cl:9])[C:11]=1[CH3:18]. The yield is 0.970. (6) The reactants are Cl[CH2:2][CH2:3][CH2:4][O:5][C:6]1[CH:15]=[C:14]2[C:9]([C:10]([O:16][C:17]3[CH:22]=[CH:21][C:20]([CH3:23])=[CH:19][C:18]=3[C:24]([C:26]3[CH:31]=[CH:30][CH:29]=[CH:28][CH:27]=3)=[O:25])=[CH:11][CH:12]=[N:13]2)=[CH:8][C:7]=1[O:32][CH3:33].[NH:34]1[CH2:39][CH2:38][CH:37]([CH2:40]CO)[CH2:36][CH2:35]1.C(=O)([O-])[O-:44].[K+].[K+].O. The catalyst is CN(C)C=O. The product is [OH:44][CH2:40][CH:37]1[CH2:36][CH2:35][N:34]([CH2:2][CH2:3][CH2:4][O:5][C:6]2[CH:15]=[C:14]3[C:9]([C:10]([O:16][C:17]4[CH:22]=[CH:21][C:20]([CH3:23])=[CH:19][C:18]=4[C:24]([C:26]4[CH:31]=[CH:30][CH:29]=[CH:28][CH:27]=4)=[O:25])=[CH:11][CH:12]=[N:13]3)=[CH:8][C:7]=2[O:32][CH3:33])[CH2:39][CH2:38]1. The yield is 0.750. (7) The reactants are [H-].[Na+].[Cl:3][C:4]1[CH:10]=[C:9]([Cl:11])[CH:8]=[CH:7][C:5]=1[NH2:6].Cl[C:13]1[C:18]([C:19]#[N:20])=[CH:17][N:16]=[C:15]2[C:21]3[CH:27]=[C:26]([N+:28]([O-:30])=[O:29])[CH:25]=[CH:24][C:22]=3[S:23][C:14]=12. The catalyst is CN(C)C=O. The product is [Cl:3][C:4]1[CH:10]=[C:9]([Cl:11])[CH:8]=[CH:7][C:5]=1[NH:6][C:13]1[C:18]([C:19]#[N:20])=[CH:17][N:16]=[C:15]2[C:21]3[CH:27]=[C:26]([N+:28]([O-:30])=[O:29])[CH:25]=[CH:24][C:22]=3[S:23][C:14]=12. The yield is 0.290. (8) The reactants are CC1(C)C(C)(C)OB([C:9]2[CH:10]=[C:11]3[C:16](=[C:17]([O:19]COCC[Si](C)(C)C)[CH:18]=2)[N:15]=[CH:14][N:13](COCC[Si](C)(C)C)[C:12]3=[O:36])O1.[F:38][C:39]1[C:44](I)=[C:43]([F:46])[C:42]([F:47])=[C:41]([F:48])[C:40]=1[F:49].FC1C=C(I)C=C(F)C=1F.C(=O)([O-])[O-].[K+].[K+]. The catalyst is O1CCOCC1.C1(P([C-]2C=CC=C2)C2C=CC=CC=2)C=CC=CC=1.[C-]1(P(C2C=CC=CC=2)C2C=CC=CC=2)C=CC=C1.[Fe+2].[Pd](Cl)Cl. The product is [OH:19][C:17]1[CH:18]=[C:9]([C:44]2[C:43]([F:46])=[C:42]([F:47])[C:41]([F:48])=[C:40]([F:49])[C:39]=2[F:38])[CH:10]=[C:11]2[C:16]=1[N:15]=[CH:14][NH:13][C:12]2=[O:36]. The yield is 0.250. (9) The reactants are [CH3:1][C:2]1[NH:11][C:10](=O)[C:9]2[C:4](=[C:5]([C:13]([O:15][CH3:16])=[O:14])[CH:6]=[CH:7][CH:8]=2)[N:3]=1.CCN(C(C)C)C(C)C.O=P(Cl)(Cl)[Cl:28].[OH-].[Na+]. The catalyst is [Cl-].C([N+](CC)(CC)CC)C1C=CC=CC=1.CC#N.O. The product is [Cl:28][C:10]1[C:9]2[C:4](=[C:5]([C:13]([O:15][CH3:16])=[O:14])[CH:6]=[CH:7][CH:8]=2)[N:3]=[C:2]([CH3:1])[N:11]=1. The yield is 0.620.